The task is: Predict the product of the given reaction.. This data is from Forward reaction prediction with 1.9M reactions from USPTO patents (1976-2016). (1) Given the reactants Br[C:2]1[CH:3]=[C:4]([C:10]#[C:11][Si:12]([CH3:15])([CH3:14])[CH3:13])[C:5](=[O:9])[N:6]([CH3:8])[CH:7]=1.[CH3:16][C:17]1([CH3:33])[C:21]([CH3:23])([CH3:22])[O:20][B:19]([B:19]2[O:20][C:21]([CH3:23])([CH3:22])[C:17]([CH3:33])([CH3:16])[O:18]2)[O:18]1.CC(C1C=C(C(C)C)C(C2C=CC=CC=2P(C2CCCCC2)C2CCCCC2)=C(C(C)C)C=1)C.CC([O-])=O.[K+], predict the reaction product. The product is: [CH3:8][N:6]1[CH:7]=[C:2]([B:19]2[O:20][C:21]([CH3:23])([CH3:22])[C:17]([CH3:33])([CH3:16])[O:18]2)[CH:3]=[C:4]([C:10]#[C:11][Si:12]([CH3:15])([CH3:14])[CH3:13])[C:5]1=[O:9]. (2) The product is: [N:36]1([CH2:9][C:8]2[C:4]([CH:1]3[CH2:2][CH2:3]3)=[N:5][N:6]([C:11]3[CH:16]=[CH:15][N:14]=[C:13]([NH:17][C:18]4[C:19]([O:33][CH3:34])=[CH:20][C:21]([N:27]([CH2:29][CH2:30][O:31][CH3:32])[CH3:28])=[C:22]([NH:24][C:19](=[O:33])[CH:18]=[CH2:23])[CH:23]=4)[N:12]=3)[CH:7]=2)[CH2:39][CH2:38][CH2:37]1. Given the reactants [CH:1]1([C:4]2[C:8]([CH:9]=O)=[CH:7][N:6]([C:11]3[CH:16]=[CH:15][N:14]=[C:13]([NH:17][C:18]4[CH:23]=[C:22]([N+:24]([O-])=O)[C:21]([N:27]([CH2:29][CH2:30][O:31][CH3:32])[CH3:28])=[CH:20][C:19]=4[O:33][CH3:34])[N:12]=3)[N:5]=2)[CH2:3][CH2:2]1.Cl.[NH:36]1[CH2:39][CH2:38][CH2:37]1, predict the reaction product. (3) Given the reactants C([O:8][C:9]1[CH:14]=[C:13]([CH:15]([CH3:17])[CH3:16])[CH:12]=[CH:11][C:10]=1[CH2:18][CH2:19][NH:20][S:21]([C:24]1[CH:29]=[C:28]([C:30]#[N:31])[CH:27]=[CH:26][C:25]=1[OH:32])(=[O:23])=[O:22])C1C=CC=CC=1, predict the reaction product. The product is: [C:30]([C:28]1[CH:27]=[CH:26][C:25]([OH:32])=[C:24]([S:21]([NH:20][CH2:19][CH2:18][C:10]2[CH:11]=[CH:12][C:13]([CH:15]([CH3:17])[CH3:16])=[CH:14][C:9]=2[OH:8])(=[O:23])=[O:22])[CH:29]=1)#[N:31].